The task is: Predict the reactants needed to synthesize the given product.. This data is from Full USPTO retrosynthesis dataset with 1.9M reactions from patents (1976-2016). (1) Given the product [F:38][C:39]1[CH:46]=[CH:45][C:42]([CH2:43][NH:44][C:16]([C:15]2[C:10]([OH:9])=[C:11]([OH:37])[N:12]=[C:13]([C:20]34[N:26]([CH3:27])[CH:23]([CH2:22][CH2:21]3)[CH2:24][CH2:25]4)[N:14]=2)=[O:18])=[CH:41][CH:40]=1, predict the reactants needed to synthesize it. The reactants are: C([O:9][C:10]1[C:11]([OH:37])=[N:12][C:13]([C:20]23[N:26]([C:27](OCC4C=CC=CC=4)=O)[CH:23]([CH2:24][CH2:25]2)[CH2:22][CH2:21]3)=[N:14][C:15]=1[C:16]([O:18]C)=O)(=O)C1C=CC=CC=1.[F:38][C:39]1[CH:46]=[CH:45][C:42]([CH2:43][NH2:44])=[CH:41][CH:40]=1.[BH3-]C#N.[Na+].C(O[Na])(C)=O.C=O. (2) The reactants are: [CH2:1]([O:8][C:9]1[CH:10]=[C:11]([CH:14]=[CH:15][C:16]=1[O:17][CH:18]([CH3:20])[CH3:19])[CH:12]=O)[C:2]1[CH:7]=[CH:6][CH:5]=[CH:4][CH:3]=1.C([O-])(=O)C.[NH4+].[N+:26]([CH3:29])([O-:28])=[O:27]. Given the product [CH2:1]([O:8][C:9]1[CH:10]=[C:11](/[CH:12]=[CH:29]/[N+:26]([O-:28])=[O:27])[CH:14]=[CH:15][C:16]=1[O:17][CH:18]([CH3:20])[CH3:19])[C:2]1[CH:7]=[CH:6][CH:5]=[CH:4][CH:3]=1, predict the reactants needed to synthesize it.